From a dataset of Forward reaction prediction with 1.9M reactions from USPTO patents (1976-2016). Predict the product of the given reaction. (1) Given the reactants Cl[C:2]1[N:7]=[N:6][C:5]([NH:8][C:9]2[S:10][C:11]([C:17]3[C:22]([F:23])=[CH:21][C:20]([C:24]([OH:27])([CH3:26])[CH3:25])=[CH:19][C:18]=3[F:28])=[CH:12][C:13]=2[C:14]([NH2:16])=[O:15])=[CH:4][CH:3]=1.[NH:29]1[CH:33]=[CH:32][C:31](B(O)O)=[N:30]1.C(=O)(O)[O-].[Na+], predict the reaction product. The product is: [F:28][C:18]1[CH:19]=[C:20]([C:24]([OH:27])([CH3:26])[CH3:25])[CH:21]=[C:22]([F:23])[C:17]=1[C:11]1[S:10][C:9]([NH:8][C:5]2[N:6]=[N:7][C:2]([C:31]3[NH:30][N:29]=[CH:33][CH:32]=3)=[CH:3][CH:4]=2)=[C:13]([C:14]([NH2:16])=[O:15])[CH:12]=1. (2) Given the reactants [CH3:1][O:2][C:3](=[O:17])[C:4](=[CH:9][C:10]1[CH:15]=[CH:14][C:13]([OH:16])=[CH:12][CH:11]=1)[C:5]([O:7][CH3:8])=[O:6].C(N(C(C)C)CC)(C)C.[CH2:27](Cl)[O:28][CH2:29][CH2:30][O:31][CH3:32], predict the reaction product. The product is: [CH3:8][O:7][C:5](=[O:6])[C:4](=[CH:9][C:10]1[CH:11]=[CH:12][C:13]([O:16][CH2:27][O:28][CH2:29][CH2:30][O:31][CH3:32])=[CH:14][CH:15]=1)[C:3]([O:2][CH3:1])=[O:17]. (3) Given the reactants [Cl:1][C:2]1[N:7]=[C:6]([NH:8][C@H:9]2[CH2:14][CH2:13][C@H:12]([NH:15]C(=O)OC(C)(C)C)[CH2:11][CH2:10]2)[CH:5]=[C:4]([C:23]2[C:31]3[C:26](=[N:27][CH:28]=[C:29]([O:32][CH2:33][CH3:34])[CH:30]=3)[N:25](S(C3C=CC=CC=3)(=O)=O)[CH:24]=2)[CH:3]=1.[OH-].[Na+].C(O)(C(F)(F)F)=O, predict the reaction product. The product is: [Cl:1][C:2]1[N:7]=[C:6]([NH:8][C@H:9]2[CH2:14][CH2:13][C@H:12]([NH2:15])[CH2:11][CH2:10]2)[CH:5]=[C:4]([C:23]2[C:31]3[C:26](=[N:27][CH:28]=[C:29]([O:32][CH2:33][CH3:34])[CH:30]=3)[NH:25][CH:24]=2)[CH:3]=1. (4) Given the reactants [CH:1]1([NH:4][C:5]([NH:7][C:8]2[C:9]([C:13]3[NH:17][C:16]4[CH:18]=[CH:19][C:20]([CH2:22][N:23]5[CH2:28][CH2:27][O:26][CH2:25][CH2:24]5)=[CH:21][C:15]=4[N:14]=3)=[N:10][NH:11][CH:12]=2)=[O:6])[CH2:3][CH2:2]1.[C:29]([OH:34])(=[O:33])[C@H:30]([CH3:32])[OH:31].C1(C)C=CC=CC=1.CCOCC, predict the reaction product. The product is: [C:29]([OH:34])(=[O:33])[C@H:30]([CH3:32])[OH:31].[CH:1]1([NH:4][C:5]([NH:7][C:8]2[C:9]([C:13]3[NH:17][C:16]4[CH:18]=[CH:19][C:20]([CH2:22][N:23]5[CH2:24][CH2:25][O:26][CH2:27][CH2:28]5)=[CH:21][C:15]=4[N:14]=3)=[N:10][NH:11][CH:12]=2)=[O:6])[CH2:3][CH2:2]1. (5) Given the reactants C[Si](C)(C)CCOC([N:8]1[CH2:13][CH2:12][CH:11]([C:14]2[CH:19]=[CH:18][CH:17]=[C:16]([CH2:20][NH:21][C:22]([O:24][C:25]([CH3:28])([CH3:27])[CH3:26])=[O:23])[CH:15]=2)[CH2:10][CH2:9]1)=O.[N+](CCCC)(CCCC)(CCCC)CCCC.[F-].C1COCC1, predict the reaction product. The product is: [C:25]([O:24][C:22](=[O:23])[NH:21][CH2:20][C:16]1[CH:17]=[CH:18][CH:19]=[C:14]([CH:11]2[CH2:12][CH2:13][NH:8][CH2:9][CH2:10]2)[CH:15]=1)([CH3:28])([CH3:26])[CH3:27].